Dataset: NCI-60 drug combinations with 297,098 pairs across 59 cell lines. Task: Regression. Given two drug SMILES strings and cell line genomic features, predict the synergy score measuring deviation from expected non-interaction effect. (1) Drug 1: C1=CC(=C2C(=C1NCCNCCO)C(=O)C3=C(C=CC(=C3C2=O)O)O)NCCNCCO. Drug 2: C1=CC(=CC=C1CCCC(=O)O)N(CCCl)CCCl. Cell line: OVCAR3. Synergy scores: CSS=37.6, Synergy_ZIP=-5.64, Synergy_Bliss=-1.45, Synergy_Loewe=-1.43, Synergy_HSA=3.05. (2) Cell line: A498. Drug 2: CC1=C2C(C(=O)C3(C(CC4C(C3C(C(C2(C)C)(CC1OC(=O)C(C(C5=CC=CC=C5)NC(=O)OC(C)(C)C)O)O)OC(=O)C6=CC=CC=C6)(CO4)OC(=O)C)O)C)O. Synergy scores: CSS=9.49, Synergy_ZIP=1.17, Synergy_Bliss=6.30, Synergy_Loewe=-0.128, Synergy_HSA=0.608. Drug 1: C1CN1P(=S)(N2CC2)N3CC3. (3) Drug 1: CC1C(C(=O)NC(C(=O)N2CCCC2C(=O)N(CC(=O)N(C(C(=O)O1)C(C)C)C)C)C(C)C)NC(=O)C3=C4C(=C(C=C3)C)OC5=C(C(=O)C(=C(C5=N4)C(=O)NC6C(OC(=O)C(N(C(=O)CN(C(=O)C7CCCN7C(=O)C(NC6=O)C(C)C)C)C)C(C)C)C)N)C. Drug 2: COCCOC1=C(C=C2C(=C1)C(=NC=N2)NC3=CC=CC(=C3)C#C)OCCOC.Cl. Cell line: PC-3. Synergy scores: CSS=13.9, Synergy_ZIP=-4.47, Synergy_Bliss=0.460, Synergy_Loewe=-0.797, Synergy_HSA=-0.183. (4) Drug 2: C1CN1C2=NC(=NC(=N2)N3CC3)N4CC4. Drug 1: CCCCCOC(=O)NC1=NC(=O)N(C=C1F)C2C(C(C(O2)C)O)O. Cell line: SNB-75. Synergy scores: CSS=8.48, Synergy_ZIP=-2.20, Synergy_Bliss=0.484, Synergy_Loewe=-16.4, Synergy_HSA=1.18. (5) Drug 2: CC1C(C(CC(O1)OC2CC(CC3=C2C(=C4C(=C3O)C(=O)C5=CC=CC=C5C4=O)O)(C(=O)C)O)N)O. Cell line: NCI-H226. Synergy scores: CSS=74.5, Synergy_ZIP=3.26, Synergy_Bliss=4.79, Synergy_Loewe=10.2, Synergy_HSA=11.3. Drug 1: CC1CCC2CC(C(=CC=CC=CC(CC(C(=O)C(C(C(=CC(C(=O)CC(OC(=O)C3CCCCN3C(=O)C(=O)C1(O2)O)C(C)CC4CCC(C(C4)OC)OCCO)C)C)O)OC)C)C)C)OC. (6) Drug 1: CCC1(CC2CC(C3=C(CCN(C2)C1)C4=CC=CC=C4N3)(C5=C(C=C6C(=C5)C78CCN9C7C(C=CC9)(C(C(C8N6C=O)(C(=O)OC)O)OC(=O)C)CC)OC)C(=O)OC)O.OS(=O)(=O)O. Drug 2: CCC(=C(C1=CC=CC=C1)C2=CC=C(C=C2)OCCN(C)C)C3=CC=CC=C3.C(C(=O)O)C(CC(=O)O)(C(=O)O)O. Cell line: PC-3. Synergy scores: CSS=27.3, Synergy_ZIP=0.997, Synergy_Bliss=7.91, Synergy_Loewe=-1.57, Synergy_HSA=8.13.